Task: Predict the product of the given reaction.. Dataset: Forward reaction prediction with 1.9M reactions from USPTO patents (1976-2016) (1) Given the reactants [Cl:1][CH2:2][C:3]([NH:5][C:6]1[CH:7]=[C:8]2[C:13](=[CH:14][C:15]=1[O:16][CH2:17][CH2:18][O:19]CCF)[N:12]=[CH:11][N:10]=[C:9]2[NH:23][C:24]1[CH:29]=[C:28]([Cl:30])[C:27]([Cl:31])=[CH:26][C:25]=1[F:32])=[O:4].ClC1C(Cl)=CC(NC2C3C(=CC(OCCO[CH2:57][CH2:58][O:59][CH2:60][CH2:61][O:62][CH2:63][CH2:64][O:65][CH2:66][CH2:67][O:68][CH2:69][CH2:70][F:71])=C(N)C=3)N=CN=2)=C(F)C=1.CCN(C(C)C)C(C)C.ClCC(Cl)=O, predict the reaction product. The product is: [Cl:1][CH2:2][C:3]([NH:5][C:6]1[CH:7]=[C:8]2[C:13](=[CH:14][C:15]=1[O:16][CH2:17][CH2:18][O:19][CH2:57][CH2:58][O:59][CH2:60][CH2:61][O:62][CH2:63][CH2:64][O:65][CH2:66][CH2:67][O:68][CH2:69][CH2:70][F:71])[N:12]=[CH:11][N:10]=[C:9]2[NH:23][C:24]1[CH:29]=[C:28]([Cl:30])[C:27]([Cl:31])=[CH:26][C:25]=1[F:32])=[O:4]. (2) Given the reactants C([O:8][C:9]1[CH:14]=[CH:13][C:12]([N:15]2[C:19]([CH3:20])=[C:18]([C:21]([NH:23][C:24]3[CH:29]=[CH:28][C:27]([C:30]([F:33])([F:32])[F:31])=[CH:26][N:25]=3)=[O:22])[N:17]=[C:16]2[C:34]2[CH:39]=[CH:38][C:37]([Cl:40])=[CH:36][C:35]=2[Cl:41])=[CH:11][CH:10]=1)C1C=CC=CC=1.Br.C(O)(=O)C.N, predict the reaction product. The product is: [Cl:41][C:35]1[CH:36]=[C:37]([Cl:40])[CH:38]=[CH:39][C:34]=1[C:16]1[N:15]([C:12]2[CH:11]=[CH:10][C:9]([OH:8])=[CH:14][CH:13]=2)[C:19]([CH3:20])=[C:18]([C:21]([NH:23][C:24]2[CH:29]=[CH:28][C:27]([C:30]([F:31])([F:32])[F:33])=[CH:26][N:25]=2)=[O:22])[N:17]=1. (3) Given the reactants [CH3:1][S:2]([CH2:5][O:6][C:7]1[CH:15]=[CH:14][C:10]([C:11]([OH:13])=O)=[CH:9][CH:8]=1)(=[O:4])=[O:3].C[O:17][C:18]([C:20]12[CH2:29][CH:24]3[CH2:25][CH:26]([CH2:28][CH:22]([CH:23]3[NH2:30])[CH2:21]1)[CH2:27]2)=[O:19], predict the reaction product. The product is: [CH3:1][S:2]([CH2:5][O:6][C:7]1[CH:8]=[CH:9][C:10]([C:11]([NH:30][CH:23]2[CH:24]3[CH2:29][C:20]4([C:18]([OH:19])=[O:17])[CH2:27][CH:26]([CH2:28][CH:22]2[CH2:21]4)[CH2:25]3)=[O:13])=[CH:14][CH:15]=1)(=[O:3])=[O:4]. (4) Given the reactants [CH3:1][O:2][C:3]1[CH:8]=[CH:7][C:6]([CH2:9][CH2:10][CH2:11][CH:12]=[O:13])=[CH:5][CH:4]=1.[F:14][C:15]1[CH:16]=[C:17]([Mg]Br)[CH:18]=[CH:19][C:20]=1[F:21], predict the reaction product. The product is: [F:14][C:15]1[CH:16]=[C:17]([CH:12]([OH:13])[CH2:11][CH2:10][CH2:9][C:6]2[CH:7]=[CH:8][C:3]([O:2][CH3:1])=[CH:4][CH:5]=2)[CH:18]=[CH:19][C:20]=1[F:21]. (5) Given the reactants [C:1]12(CS(O)(=O)=O)C(C)(C)C(CC1)C[C:2]2=O.[CH2:16]1[C:25]2[C:20](=[CH:21][CH:22]=[CH:23][CH:24]=2)[CH2:19][CH:18]([C:26]([OH:28])=[O:27])[NH:17]1, predict the reaction product. The product is: [CH2:16]1[C:25]2[C:20](=[CH:21][CH:22]=[CH:23][CH:24]=2)[CH2:19][CH:18]([C:26]([O:28][CH2:1][CH3:2])=[O:27])[NH:17]1. (6) Given the reactants [CH2:1]([C:5]1[N:6]([CH2:44][C:45]2[CH:50]=[CH:49][C:48]([C:51]3[CH:56]=[CH:55][CH:54]=[CH:53][C:52]=3[C:57]3[N:61](C(C4C=CC=CC=4)(C4C=CC=CC=4)C4C=CC=CC=4)[N:60]=[N:59][N:58]=3)=[CH:47][CH:46]=2)[C:7]([C:11]([O:13][CH:14]([O:16][C:17]([O:19][C@@H:20]2[CH2:24][O:23][C@@H:22]3[C@H:25]([O:28][C:29](=[O:43])[CH2:30][CH2:31][CH2:32][CH:33]([O:39][N+:40]([O-:42])=[O:41])[CH2:34][O:35][N+:36]([O-:38])=[O:37])[CH2:26][O:27][C@H:21]23)=[O:18])[CH3:15])=[O:12])=[C:8]([Cl:10])[N:9]=1)[CH2:2][CH2:3][CH3:4], predict the reaction product. The product is: [NH:61]1[C:57]([C:52]2[CH:53]=[CH:54][CH:55]=[CH:56][C:51]=2[C:48]2[CH:49]=[CH:50][C:45]([CH2:44][N:6]3[C:7]([C:11]([O:13][CH:14]([O:16][C:17]([O:19][C@@H:20]4[CH2:24][O:23][C@@H:22]5[C@H:25]([O:28][C:29](=[O:43])[CH2:30][CH2:31][CH2:32][CH:33]([O:39][N+:40]([O-:42])=[O:41])[CH2:34][O:35][N+:36]([O-:38])=[O:37])[CH2:26][O:27][C@H:21]45)=[O:18])[CH3:15])=[O:12])=[C:8]([Cl:10])[N:9]=[C:5]3[CH2:1][CH2:2][CH2:3][CH3:4])=[CH:46][CH:47]=2)=[N:58][N:59]=[N:60]1. (7) Given the reactants C([C@H]1COC(C)(C)N1C(=O)CC1C=CN(C2C=CC(C3C=CC=CC=3)=CC=2)C=1)C1C=CC=CC=1.[CH2:35]([O:37][C:38](=[O:61])[CH:39](OC(=O)C)[C:40]1[O:44][C:43]([C:45]2[CH:50]=[CH:49][C:48]([C:51]3[CH:56]=[CH:55][CH:54]=[CH:53][CH:52]=3)=[CH:47][CH:46]=2)=[CH:42][CH:41]=1)[CH3:36], predict the reaction product. The product is: [CH2:35]([O:37][C:38](=[O:61])[CH2:39][C:40]1[O:44][C:43]([C:45]2[CH:50]=[CH:49][C:48]([C:51]3[CH:56]=[CH:55][CH:54]=[CH:53][CH:52]=3)=[CH:47][CH:46]=2)=[CH:42][CH:41]=1)[CH3:36].